From a dataset of Catalyst prediction with 721,799 reactions and 888 catalyst types from USPTO. Predict which catalyst facilitates the given reaction. Reactant: [H-].[Na+].[SH:3][C:4]1[N:5]([CH3:9])[CH:6]=[CH:7][N:8]=1.Br[CH2:11][CH2:12][CH2:13][O:14][CH:15]1[CH2:20][CH2:19][CH2:18][CH2:17][O:16]1. Product: [CH3:9][N:5]1[CH:6]=[CH:7][N:8]=[C:4]1[S:3][CH2:11][CH2:12][CH2:13][O:14][CH:15]1[CH2:20][CH2:19][CH2:18][CH2:17][O:16]1. The catalyst class is: 18.